This data is from Full USPTO retrosynthesis dataset with 1.9M reactions from patents (1976-2016). The task is: Predict the reactants needed to synthesize the given product. (1) Given the product [ClH:15].[CH2:1]([N:8]([CH2:9][CH2:10][Cl:15])[CH3:12])[C:2]1[CH:7]=[CH:6][CH:5]=[CH:4][CH:3]=1, predict the reactants needed to synthesize it. The reactants are: [CH2:1]([N:8]([CH3:12])[CH2:9][CH2:10]O)[C:2]1[CH:7]=[CH:6][CH:5]=[CH:4][CH:3]=1.S(Cl)([Cl:15])=O. (2) Given the product [Br:10][C:7]1[S:6][C:5]([O:4][CH2:1][CH3:2])=[N:9][CH:8]=1, predict the reactants needed to synthesize it. The reactants are: [CH:1]([O:4][C:5]1[S:6][CH:7]=[CH:8][N:9]=1)(C)[CH3:2].[Br:10]N1C(=O)CCC1=O.C(OCC)(=O)C.CCCCCC. (3) Given the product [Cl:1][C:2]1[N:7]=[CH:6][C:5]2[CH:8]=[N:9][N:10]([CH:22]3[CH2:23][CH2:24][CH2:25][CH2:26][O:21]3)[C:4]=2[CH:3]=1, predict the reactants needed to synthesize it. The reactants are: [Cl:1][C:2]1[N:7]=[CH:6][C:5]2[CH:8]=[N:9][NH:10][C:4]=2[CH:3]=1.C1COCC1.CS(O)(=O)=O.[O:21]1[CH:26]=[CH:25][CH2:24][CH2:23][CH2:22]1. (4) Given the product [Cl:39][C:40]1[CH:41]=[C:37]([NH:33][C:26]([NH:6][CH2:7][C:8]2[CH:9]=[C:10]3[C:14](=[CH:15][CH:16]=2)[C:13](=[O:17])[N:12]([CH:18]2[CH2:23][CH2:22][C:21](=[O:24])[NH:20][C:19]2=[O:25])[CH2:11]3)=[O:27])[CH:36]=[CH:45][C:46]=1[O:47][CH2:48][CH2:49][O:50][CH2:51][CH2:52][O:53][CH3:54], predict the reactants needed to synthesize it. The reactants are: CS(O)(=O)=O.[NH2:6][CH2:7][C:8]1[CH:9]=[C:10]2[C:14](=[CH:15][CH:16]=1)[C:13](=[O:17])[N:12]([CH:18]1[CH2:23][CH2:22][C:21](=[O:24])[NH:20][C:19]1=[O:25])[CH2:11]2.[C:26]([N:33]1[CH:37]=[CH:36]N=C1)(N1C=CN=C1)=[O:27].Cl.[Cl:39][C:40]1[CH:41]=C(C=[CH:45][C:46]=1[O:47][CH2:48][CH2:49][O:50][CH2:51][CH2:52][O:53][CH3:54])N.Cl. (5) Given the product [CH3:1][O:8][CH:9]1[CH2:14][CH2:13][CH:12](/[CH:15]=[C:16]2/[C:20](=[O:21])[CH:19]([C:22]3[C:27]([CH3:28])=[CH:26][C:25]([CH3:29])=[CH:24][C:23]=3[CH3:30])[C:18](=[O:31])[CH2:17]/2)[CH2:11][CH2:10]1, predict the reactants needed to synthesize it. The reactants are: [CH2:1]([O:8][CH:9]1[CH2:14][CH2:13][CH:12]([CH:15](O)[CH:16]2[C:20](=[O:21])[C:19]([C:22]3[C:27]([CH3:28])=[CH:26][C:25]([CH3:29])=[CH:24][C:23]=3[CH3:30])=[C:18]([O:31]C)[CH2:17]2)[CH2:11][CH2:10]1)C1C=CC=CC=1.Cl.